Dataset: Forward reaction prediction with 1.9M reactions from USPTO patents (1976-2016). Task: Predict the product of the given reaction. (1) Given the reactants C(Cl)(=O)C(Cl)=O.[C:7]1([S:13]([C:16]2[CH:24]=[CH:23][C:19]([C:20]([OH:22])=O)=[CH:18][CH:17]=2)(=[O:15])=[O:14])[CH:12]=[CH:11][CH:10]=[CH:9][CH:8]=1.Cl.[N:26]1[CH:27]=[CH:28][N:29]2[CH:34]=[CH:33][C:32](CN)=[CH:31][C:30]=12.[CH2:37]([N:39](CC)CC)C.C(=O)(O)[O-].[Na+], predict the reaction product. The product is: [N:26]1[CH:27]=[CH:28][N:29]2[CH:34]=[C:33]([CH2:37][NH:39][C:20](=[O:22])[C:19]3[CH:18]=[CH:17][C:16]([S:13]([C:7]4[CH:8]=[CH:9][CH:10]=[CH:11][CH:12]=4)(=[O:14])=[O:15])=[CH:24][CH:23]=3)[CH:32]=[CH:31][C:30]=12. (2) Given the reactants [CH:1]1([C:4]2[CH:9]=[CH:8][N:7]=[CH:6][C:5]=2[N:10]2[CH2:14][CH2:13][NH:12][C:11]2=[O:15])[CH2:3][CH2:2]1.Br[C:17]1[CH:22]=[CH:21][N:20]=[C:19]([C:23]([F:26])([F:25])[F:24])[CH:18]=1.CN[C@@H]1CCCC[C@H]1NC.P([O-])([O-])([O-])=O.[K+].[K+].[K+], predict the reaction product. The product is: [CH:1]1([C:4]2[CH:9]=[CH:8][N:7]=[CH:6][C:5]=2[N:10]2[CH2:14][CH2:13][N:12]([C:17]3[CH:22]=[CH:21][N:20]=[C:19]([C:23]([F:26])([F:25])[F:24])[CH:18]=3)[C:11]2=[O:15])[CH2:3][CH2:2]1. (3) The product is: [CH2:1]([N:8]1[C:13]([CH3:14])=[CH:12][C:11]([O:15][CH2:16][C:17]2[CH:24]=[CH:23][CH:22]=[CH:21][C:18]=2[C:19]#[N:20])=[C:10]([Br:26])[C:9]1=[O:25])[C:2]1[CH:7]=[CH:6][CH:5]=[CH:4][CH:3]=1. Given the reactants [CH2:1]([N:8]1[C:13]([CH3:14])=[CH:12][C:11]([O:15][CH2:16][C:17]2[CH:24]=[CH:23][CH:22]=[CH:21][C:18]=2[C:19]#[N:20])=[CH:10][C:9]1=[O:25])[C:2]1[CH:7]=[CH:6][CH:5]=[CH:4][CH:3]=1.[Br:26]N1C(=O)CCC1=O, predict the reaction product. (4) Given the reactants [Cl:1]C1C=CC(C(CCC(O)=O)=O)=CC=1.CN(C)C1(C2C=CC=CC=2)CCC(N)CC1.ON1C2C=CC=CC=2N=N1.C(=O)([O-])[O-].[Na+].[Na+].Cl.[Cl:48][C:49]1[CH:54]=[CH:53][C:52]([C:55](=[O:76])[CH2:56][CH2:57][C:58]([NH:60][CH:61]2[CH2:66][CH2:65][C:64]([N:73]([CH3:75])[CH3:74])([C:67]3[CH:72]=[CH:71][CH:70]=[CH:69][CH:68]=3)[CH2:63][CH2:62]2)=[O:59])=[CH:51][CH:50]=1.Cl[Si](C)(C)C, predict the reaction product. The product is: [ClH:1].[Cl:48][C:49]1[CH:54]=[CH:53][C:52]([C:55](=[O:76])[CH2:56][CH2:57][C:58]([NH:60][CH:61]2[CH2:62][CH2:63][C:64]([N:73]([CH3:74])[CH3:75])([C:67]3[CH:68]=[CH:69][CH:70]=[CH:71][CH:72]=3)[CH2:65][CH2:66]2)=[O:59])=[CH:51][CH:50]=1. (5) The product is: [CH2:39]([O:46][C:47](=[O:87])[N:48]([CH2:84][CH:85]=[CH2:86])[C:49]1[C:54](=[O:55])[N:53]2[C@H:56]([C:61](=[O:83])[NH:62][CH2:63][C:64]3[CH:69]=[CH:68][C:67]([C:70]([NH:72][C:73]([O:75][CH2:76][C:77]4[CH:78]=[CH:79][CH:80]=[CH:81][CH:82]=4)=[O:74])=[NH:71])=[CH:66][CH:65]=3)[CH2:57][C@:58]([NH:60][CH2:1][CH3:2])([CH3:59])[C:52]2=[N:51][CH:50]=1)[C:40]1[CH:45]=[CH:44][CH:43]=[CH:42][CH:41]=1. Given the reactants [C:1](OC(=O)NC(C1C=CC(CNC([C@H]2N3C(=O)C(NCC4C=CC=CC=4)=CN=C3CC2)=O)=CC=1)=N)(C)(C)[CH3:2].[CH2:39]([O:46][C:47](=[O:87])[N:48]([CH2:84][CH:85]=[CH2:86])[C:49]1[C:54](=[O:55])[N:53]2[C@H:56]([C:61](=[O:83])[NH:62][CH2:63][C:64]3[CH:69]=[CH:68][C:67]([C:70]([NH:72][C:73]([O:75][CH2:76][C:77]4[CH:82]=[CH:81][CH:80]=[CH:79][CH:78]=4)=[O:74])=[NH:71])=[CH:66][CH:65]=3)[CH2:57][C@:58]([NH2:60])([CH3:59])[C:52]2=[N:51][CH:50]=1)[C:40]1[CH:45]=[CH:44][CH:43]=[CH:42][CH:41]=1.C(=O)C.[BH-](OC(C)=O)(OC(C)=O)OC(C)=O.[Na+], predict the reaction product. (6) Given the reactants [C:1]([C:4]1[CH:9]=[CH:8][C:7](B(O)O)=[CH:6][CH:5]=1)([OH:3])=[O:2].Br[C:14]1[CH:15]=[CH:16][C:17]([CH:20]([F:22])[F:21])=[N:18][CH:19]=1, predict the reaction product. The product is: [F:21][CH:20]([F:22])[C:17]1[N:18]=[CH:19][C:14]([C:7]2[CH:8]=[CH:9][C:4]([C:1]([OH:3])=[O:2])=[CH:5][CH:6]=2)=[CH:15][CH:16]=1. (7) The product is: [CH2:1]([O:3][C:4](=[O:22])[CH2:5][CH2:6][CH:7]1[CH2:12][CH2:11][CH:10]([CH:13]2[CH2:14][CH2:15][CH:16]([CH2:19][CH2:20][CH3:21])[CH2:17][CH2:18]2)[CH2:9][CH2:8]1)[CH3:2]. Given the reactants [CH2:1]([O:3][C:4](=[O:22])/[CH:5]=[CH:6]/[CH:7]1[CH2:12][CH2:11][CH:10]([CH:13]2[CH2:18][CH2:17][CH:16]([CH2:19][CH2:20][CH3:21])[CH2:15][CH2:14]2)[CH2:9][CH2:8]1)[CH3:2].[H][H], predict the reaction product. (8) Given the reactants [Si:1]([O:8][CH:9]1[CH2:14][CH2:13][CH:12]([NH:15][C:16]2[NH:20][N:19]=[N:18][CH:17]=2)[CH2:11][CH2:10]1)([C:4]([CH3:7])([CH3:6])[CH3:5])([CH3:3])[CH3:2].[C:21]([C:23]1[CH:28]=[CH:27][CH:26]=[CH:25][C:24]=1[C:29]1[CH:34]=[CH:33][C:32]([CH2:35][CH:36]([C:42](=O)[CH2:43][CH2:44][CH3:45])[C:37](OCC)=[O:38])=[CH:31][CH:30]=1)#[N:22].N12CCCN=C1CCCCC2, predict the reaction product. The product is: [Si:1]([O:8][CH:9]1[CH2:14][CH2:13][CH:12]([N:15]2[C:37](=[O:38])[C:36]([CH2:35][C:32]3[CH:33]=[CH:34][C:29]([C:24]4[C:23]([C:21]#[N:22])=[CH:28][CH:27]=[CH:26][CH:25]=4)=[CH:30][CH:31]=3)=[C:42]([CH2:43][CH2:44][CH3:45])[N:20]3[N:19]=[N:18][CH:17]=[C:16]23)[CH2:11][CH2:10]1)([C:4]([CH3:7])([CH3:6])[CH3:5])([CH3:3])[CH3:2].